Dataset: NCI-60 drug combinations with 297,098 pairs across 59 cell lines. Task: Regression. Given two drug SMILES strings and cell line genomic features, predict the synergy score measuring deviation from expected non-interaction effect. (1) Drug 1: CCCCC(=O)OCC(=O)C1(CC(C2=C(C1)C(=C3C(=C2O)C(=O)C4=C(C3=O)C=CC=C4OC)O)OC5CC(C(C(O5)C)O)NC(=O)C(F)(F)F)O. Drug 2: COCCOC1=C(C=C2C(=C1)C(=NC=N2)NC3=CC=CC(=C3)C#C)OCCOC.Cl. Cell line: MDA-MB-231. Synergy scores: CSS=38.4, Synergy_ZIP=-5.33, Synergy_Bliss=3.53, Synergy_Loewe=5.47, Synergy_HSA=5.61. (2) Drug 1: CC12CCC(CC1=CCC3C2CCC4(C3CC=C4C5=CN=CC=C5)C)O. Drug 2: CCCCC(=O)OCC(=O)C1(CC(C2=C(C1)C(=C3C(=C2O)C(=O)C4=C(C3=O)C=CC=C4OC)O)OC5CC(C(C(O5)C)O)NC(=O)C(F)(F)F)O. Cell line: CAKI-1. Synergy scores: CSS=3.31, Synergy_ZIP=-2.75, Synergy_Bliss=-3.43, Synergy_Loewe=-0.982, Synergy_HSA=-0.880. (3) Drug 1: CC1=C2C(C(=O)C3(C(CC4C(C3C(C(C2(C)C)(CC1OC(=O)C(C(C5=CC=CC=C5)NC(=O)OC(C)(C)C)O)O)OC(=O)C6=CC=CC=C6)(CO4)OC(=O)C)OC)C)OC. Drug 2: C1C(C(OC1N2C=NC(=NC2=O)N)CO)O. Cell line: SR. Synergy scores: CSS=90.1, Synergy_ZIP=8.23, Synergy_Bliss=7.53, Synergy_Loewe=7.99, Synergy_HSA=9.61.